Dataset: Forward reaction prediction with 1.9M reactions from USPTO patents (1976-2016). Task: Predict the product of the given reaction. (1) Given the reactants [Cl:1][C:2]1[CH:7]=[CH:6][C:5]([OH:8])=[CH:4][C:3]=1[C:9]([F:12])([F:11])[F:10].BrBr.[Li]CCCC.CN([CH:23]=[O:24])C, predict the reaction product. The product is: [Cl:1][C:2]1[C:3]([C:9]([F:10])([F:11])[F:12])=[CH:4][C:5]([OH:8])=[C:6]([CH:7]=1)[CH:23]=[O:24]. (2) Given the reactants [CH:1]1([S:6]([C:9]2[CH:10]=[C:11]([CH2:15][CH2:16][CH2:17][CH2:18][O:19][CH2:20][CH2:21][CH2:22][CH2:23][CH2:24][CH2:25][NH:26][CH2:27][C@@H:28]([C:30]3[CH:41]=[CH:40][C:33]4[O:34][C:35]([CH3:39])(C)[O:36][CH2:37][C:32]=4[CH:31]=3)[OH:29])[CH:12]=[CH:13][CH:14]=2)(=[O:8])=[O:7])[CH2:5][CH2:4][CH2:3][CH2:2]1.CC(O)=[O:44], predict the reaction product. The product is: [C:35]([O:34][C:33]1[CH:40]=[CH:41][C:30]([C@@H:28]([OH:29])[CH2:27][NH:26][CH2:25][CH2:24][CH2:23][CH2:22][CH2:21][CH2:20][O:19][CH2:18][CH2:17][CH2:16][CH2:15][C:11]2[CH:12]=[CH:13][CH:14]=[C:9]([S:6]([CH:1]3[CH2:5][CH2:4][CH2:3][CH2:2]3)(=[O:7])=[O:8])[CH:10]=2)=[CH:31][C:32]=1[CH2:37][OH:44])(=[O:36])[CH3:39]. (3) Given the reactants C([NH:5][C:6]([NH:8][CH:9]([CH2:12][N:13]1[CH2:18][CH2:17][N:16]([CH3:19])[CH2:15][CH2:14]1)[CH2:10]O)=[S:7])(C)(C)C.[ClH:20], predict the reaction product. The product is: [ClH:20].[ClH:20].[ClH:20].[CH3:19][N:16]1[CH2:17][CH2:18][N:13]([CH2:12][CH:9]2[CH2:10][S:7][C:6]([NH2:5])=[N:8]2)[CH2:14][CH2:15]1. (4) Given the reactants [CH2:1]([O:3][C:4](=[O:18])[CH2:5][O:6][CH2:7][CH2:8][O:9][CH2:10][CH2:11][O:12][CH2:13][CH2:14][N:15]=[N+]=[N-])[CH3:2].Cl.[Cl-].C(OC(COCCOCCOCC[NH3+])=O)C, predict the reaction product. The product is: [NH2:15][CH2:14][CH2:13][O:12][CH2:11][CH2:10][O:9][CH2:8][CH2:7][O:6][CH2:5][C:4]([O:3][CH2:1][CH3:2])=[O:18]. (5) Given the reactants [CH3:1][N:2]1[CH:6]=[CH:5][C:4]([NH:7][C:8]2[N:13]=[CH:12][C:11]3[CH:14]=[N:15][N:16]([CH2:17][C:18]4[CH:23]=[CH:22][CH:21]=[C:20]([N+:24]([O-])=O)[CH:19]=4)[C:10]=3[CH:9]=2)=[N:3]1.Cl.[H][H], predict the reaction product. The product is: [NH2:24][C:20]1[CH:19]=[C:18]([CH:23]=[CH:22][CH:21]=1)[CH2:17][N:16]1[C:10]2[CH:9]=[C:8]([NH:7][C:4]3[CH:5]=[CH:6][N:2]([CH3:1])[N:3]=3)[N:13]=[CH:12][C:11]=2[CH:14]=[N:15]1. (6) Given the reactants Cl[CH2:2][CH2:3][NH2:4].[CH3:5][C:6]1[CH:11]=[C:10]([N+:12]([O-:14])=[O:13])[CH:9]=[CH:8][C:7]=1[N:15]=[C:16]=[S:17], predict the reaction product. The product is: [CH3:5][C:6]1[CH:11]=[C:10]([N+:12]([O-:14])=[O:13])[CH:9]=[CH:8][C:7]=1[N:15]=[C:16]1[N:4]([C:6]2[CH:11]=[CH:10][CH:9]=[CH:8][CH:7]=2)[CH2:3][CH2:2][S:17]1. (7) Given the reactants C[O:2][C:3]1[CH:4]=[C:5]([C:10]([C@@H:12]2[C@:21]3([CH3:22])[C@H:16]([C:17]([CH3:24])([CH3:23])[CH2:18][CH2:19][CH2:20]3)[CH2:15][C@@H:14]([OH:25])[C@@H:13]2[CH3:26])=[O:11])[CH:6]=[C:7]([CH3:9])[CH:8]=1, predict the reaction product. The product is: [OH:2][C:3]1[CH:4]=[C:5]([C:10]([CH:12]2[C@:21]3([CH3:22])[C@H:16]([C:17]([CH3:24])([CH3:23])[CH2:18][CH2:19][CH2:20]3)[CH2:15][C@@H:14]([OH:25])[C@@H:13]2[CH3:26])=[O:11])[CH:6]=[C:7]([CH3:9])[CH:8]=1.